Dataset: Forward reaction prediction with 1.9M reactions from USPTO patents (1976-2016). Task: Predict the product of the given reaction. (1) Given the reactants Br[CH2:2][C:3]1[N:13]([CH2:14][C:15]([CH3:18])([CH3:17])[CH3:16])[C:6]2[N:7]=[C:8]([C:11]#[N:12])[N:9]=[CH:10][C:5]=2[CH:4]=1.[NH:19]1[CH:23]=[N:22][N:21]=[N:20]1.C([O-])([O-])=O.[K+].[K+], predict the reaction product. The product is: [CH3:16][C:15]([CH3:18])([CH3:17])[CH2:14][N:13]1[C:6]2[N:7]=[C:8]([C:11]#[N:12])[N:9]=[CH:10][C:5]=2[CH:4]=[C:3]1[CH2:2][N:19]1[CH:23]=[N:22][N:21]=[N:20]1. (2) Given the reactants Cl.[NH:2]([C:4]1[CH:5]=[C:6]([C:9]#[N:10])[S:7][CH:8]=1)[NH2:3].[F:11][C:12]([F:24])([F:23])[C:13](=O)[CH2:14][C:15]([C:17]1[O:18][CH:19]=[CH:20][CH:21]=1)=O.C1(C)C=CC=CC=1, predict the reaction product. The product is: [O:18]1[CH:19]=[CH:20][CH:21]=[C:17]1[C:15]1[N:2]([C:4]2[CH:5]=[C:6]([C:9]#[N:10])[S:7][CH:8]=2)[N:3]=[C:13]([C:12]([F:11])([F:23])[F:24])[CH:14]=1. (3) Given the reactants [S:1]1[C:5]2=[C:6]3[C:10](=[CH:11][CH:12]=[C:4]2[N:3]=[CH:2]1)[NH:9][C:8](=[O:13])[C:7]3=O.Cl.[CH3:16][O:17][C:18]1[CH:19]=[C:20]([NH:24][NH2:25])[CH:21]=[CH:22][CH:23]=1, predict the reaction product. The product is: [CH3:16][O:17][C:18]1[CH:19]=[C:20]([NH:24][N:25]=[C:7]2[C:6]3[C:10](=[CH:11][CH:12]=[C:4]4[N:3]=[CH:2][S:1][C:5]4=3)[NH:9][C:8]2=[O:13])[CH:21]=[CH:22][CH:23]=1. (4) Given the reactants [NH2:1][C:2]1[C:10]([CH3:11])=[C:9]([O:12][CH3:13])[CH:8]=[CH:7][C:3]=1[C:4]([NH2:6])=[O:5].C(N)(=O)C1C=CC=CC=1.Cl.[C:24](Cl)(=O)[C:25]1[CH:30]=[CH:29][N:28]=[CH:27][CH:26]=1, predict the reaction product. The product is: [CH3:13][O:12][C:9]1[C:10]([CH3:11])=[C:2]2[C:3]([C:4]([OH:5])=[N:6][C:24]([C:25]3[CH:30]=[CH:29][N:28]=[CH:27][CH:26]=3)=[N:1]2)=[CH:7][CH:8]=1. (5) Given the reactants [CH2:1]([N:4]1[C:24](=[O:25])[C:7]2=[CH:8][N:9]([CH2:16][C:17]3[CH:22]=[CH:21][C:20]([F:23])=[CH:19][CH:18]=3)[C:10]3[CH:11]=[CH:12][CH:13]=[CH:14][C:15]=3[C:6]2=[N:5]1)[CH:2]=[CH2:3], predict the reaction product. The product is: [F:23][C:20]1[CH:19]=[CH:18][C:17]([CH2:16][N:9]2[C:10]3[CH:11]=[CH:12][CH:13]=[CH:14][C:15]=3[C:6]3=[N:5][N:4]([CH2:1][CH2:2][CH3:3])[C:24](=[O:25])[C:7]3=[CH:8]2)=[CH:22][CH:21]=1. (6) Given the reactants [C:1]([N:4]1[C:13]2[C:8](=[CH:9][C:10]([C:14]3[CH:15]=[N:16][N:17]([CH2:19][CH2:20][O:21][CH3:22])[CH:18]=3)=[CH:11][CH:12]=2)[C@H:7]([NH:23]C(=O)OCC2C=CC=CC=2)[C@@H:6]([CH3:34])[C@@H:5]1[CH:35]1[CH2:37][CH2:36]1)(=[O:3])[CH3:2], predict the reaction product. The product is: [NH2:23][C@H:7]1[C:8]2[C:13](=[CH:12][CH:11]=[C:10]([C:14]3[CH:15]=[N:16][N:17]([CH2:19][CH2:20][O:21][CH3:22])[CH:18]=3)[CH:9]=2)[N:4]([C:1](=[O:3])[CH3:2])[C@@H:5]([CH:35]2[CH2:37][CH2:36]2)[C@@H:6]1[CH3:34]. (7) Given the reactants Cl.FC1C=C(C=CC=1)CN1C=C(C2C3C(=NC=C(C4C=CC(C5CCNCC5)=CC=4)C=3)N(S(C3C=CC(C)=CC=3)(=O)=O)C=2)C=N1.[CH3:46][C:47]1[CH:48]=[C:49]([CH:94]=[CH:95][CH:96]=1)[CH2:50][N:51]1[CH:55]=[C:54]([C:56]2[C:64]3[C:59](=[N:60][CH:61]=[C:62]([C:65]4[CH:70]=[CH:69][C:68]([CH:71]5[CH2:76][CH2:75][N:74]([C:77]([O:79][C:80]([CH3:83])([CH3:82])[CH3:81])=[O:78])[CH2:73][CH2:72]5)=[CH:67][CH:66]=4)[CH:63]=3)[N:58](S(C3C=CC(C)=CC=3)(=O)=O)[CH:57]=2)[CH:53]=[N:52]1.[OH-].[Li+], predict the reaction product. The product is: [CH3:46][C:47]1[CH:48]=[C:49]([CH:94]=[CH:95][CH:96]=1)[CH2:50][N:51]1[CH:55]=[C:54]([C:56]2[C:64]3[C:59](=[N:60][CH:61]=[C:62]([C:65]4[CH:66]=[CH:67][C:68]([CH:71]5[CH2:76][CH2:75][N:74]([C:77]([O:79][C:80]([CH3:83])([CH3:81])[CH3:82])=[O:78])[CH2:73][CH2:72]5)=[CH:69][CH:70]=4)[CH:63]=3)[NH:58][CH:57]=2)[CH:53]=[N:52]1.